From a dataset of Reaction yield outcomes from USPTO patents with 853,638 reactions. Predict the reaction yield, written as a fraction of the theoretical maximum amount of product (1.0 means a 100% yield; for example, 0.34 means a 34% yield). (1) The reactants are [NH2:1][CH2:2][CH2:3][N:4]1[C:12]2[CH:11]=[CH:10][CH:9]=[CH:8][C:7]=2[C:6]2[CH2:13][CH2:14][N:15]([C:18]([O:20][C:21]([CH3:24])([CH3:23])[CH3:22])=[O:19])[CH2:16][CH2:17][C:5]1=2.[C:25]1([N:31]=[C:32]=[O:33])[CH:30]=[CH:29][CH:28]=[CH:27][CH:26]=1. The catalyst is C1COCC1. The product is [NH:31]([C:32]([NH:1][CH2:2][CH2:3][N:4]1[C:12]2[CH:11]=[CH:10][CH:9]=[CH:8][C:7]=2[C:6]2[CH2:13][CH2:14][N:15]([C:18]([O:20][C:21]([CH3:24])([CH3:23])[CH3:22])=[O:19])[CH2:16][CH2:17][C:5]1=2)=[O:33])[C:25]1[CH:30]=[CH:29][CH:28]=[CH:27][CH:26]=1. The yield is 0.720. (2) The reactants are [Cl:1][C:2]1[CH:7]=[CH:6][C:5]([CH:8]([NH:21][CH2:22][C:23]2[CH:28]=[CH:27][C:26]([O:29][CH3:30])=[CH:25][CH:24]=2)[C:9]2[C:10]([CH3:20])=[N:11][N:12]([CH:17]3[CH2:19][CH2:18]3)[C:13]=2[C:14](O)=[O:15])=[CH:4][CH:3]=1.ClC(N(C)C)=C(C)C. The catalyst is C(Cl)Cl. The product is [Cl:1][C:2]1[CH:7]=[CH:6][C:5]([CH:8]2[C:9]3[C:10]([CH3:20])=[N:11][N:12]([CH:17]4[CH2:18][CH2:19]4)[C:13]=3[C:14](=[O:15])[N:21]2[CH2:22][C:23]2[CH:28]=[CH:27][C:26]([O:29][CH3:30])=[CH:25][CH:24]=2)=[CH:4][CH:3]=1. The yield is 0.920. (3) The reactants are [CH3:1][S:2]([N:5]1[C:9]([C:10]2[CH:15]=[CH:14][CH:13]=[CH:12][CH:11]=2)=[CH:8][C:7]([CH2:16][OH:17])=[CH:6]1)(=[O:4])=[O:3].C[N+]1([O-])CCOCC1. The catalyst is [Ru]([O-])(=O)(=O)=O.C([N+](CCC)(CCC)CCC)CC. The product is [CH3:1][S:2]([N:5]1[C:9]([C:10]2[CH:15]=[CH:14][CH:13]=[CH:12][CH:11]=2)=[CH:8][C:7]([CH:16]=[O:17])=[CH:6]1)(=[O:4])=[O:3]. The yield is 0.760. (4) The reactants are Cl[C:2]1[CH:30]=[CH:29][C:5]2[S:6][C:7]([S:10]([N:13]3[CH2:18][CH2:17][N:16]([C:19]4[C:24]([C:25]([F:28])([F:27])[F:26])=[CH:23][CH:22]=[CH:21][N:20]=4)[CH2:15][CH2:14]3)(=[O:12])=[O:11])=[C:8]([CH3:9])[C:4]=2[CH:3]=1.C(O[Na])(C)(C)C.[NH:37]1[CH2:42][CH2:41][O:40][CH2:39][CH2:38]1. The catalyst is C1C=CC(/C=C/C(/C=C/C2C=CC=CC=2)=O)=CC=1.C1C=CC(/C=C/C(/C=C/C2C=CC=CC=2)=O)=CC=1.C1C=CC(/C=C/C(/C=C/C2C=CC=CC=2)=O)=CC=1.[Pd].[Pd]. The product is [CH3:9][C:8]1[C:4]2[CH:3]=[C:2]([N:37]3[CH2:42][CH2:41][O:40][CH2:39][CH2:38]3)[CH:30]=[CH:29][C:5]=2[S:6][C:7]=1[S:10]([N:13]1[CH2:18][CH2:17][N:16]([C:19]2[C:24]([C:25]([F:26])([F:28])[F:27])=[CH:23][CH:22]=[CH:21][N:20]=2)[CH2:15][CH2:14]1)(=[O:12])=[O:11]. The yield is 0.520. (5) The reactants are [CH:1]1([NH:7][C:8](=[O:14])[CH2:9][CH2:10][CH2:11][CH2:12]Cl)[CH2:6][CH2:5][CH2:4][CH2:3][CH2:2]1.[H-].[Na+]. The catalyst is C1COCC1. The product is [CH:1]1([N:7]2[CH2:12][CH2:11][CH2:10][CH2:9][C:8]2=[O:14])[CH2:6][CH2:5][CH2:4][CH2:3][CH2:2]1. The yield is 0.630. (6) The reactants are Cl[C:2]1[C:3]([CH3:14])=[N:4][C:5]2[C:10]([N:11]=1)=[CH:9][C:8]([O:12][CH3:13])=[CH:7][CH:6]=2.C(=O)([O-])[O-:16].[Na+].[Na+]. The catalyst is Cl.O. The product is [CH3:13][O:12][C:8]1[CH:9]=[C:10]2[C:5]([N:4]=[C:3]([CH3:14])[C:2](=[O:16])[NH:11]2)=[CH:6][CH:7]=1. The yield is 0.710. (7) The reactants are [OH-].[NH4+:2].[F:3][C:4]1[C:12]([F:13])=[C:11](F)[C:10]([N+:15]([O-:17])=[O:16])=[CH:9][C:5]=1[C:6]([OH:8])=[O:7].Cl. The catalyst is O. The product is [NH2:2][C:11]1[C:10]([N+:15]([O-:17])=[O:16])=[CH:9][C:5]([C:6]([OH:8])=[O:7])=[C:4]([F:3])[C:12]=1[F:13]. The yield is 0.950.